Predict the reactants needed to synthesize the given product. From a dataset of Full USPTO retrosynthesis dataset with 1.9M reactions from patents (1976-2016). (1) Given the product [F:1][C:2]1[C:3]([CH3:11])=[C:4]([CH:7]=[CH:8][C:9]=1[F:10])[CH2:5][NH2:6], predict the reactants needed to synthesize it. The reactants are: [F:1][C:2]1[C:3]([CH3:11])=[C:4]([CH:7]=[CH:8][C:9]=1[F:10])[C:5]#[N:6].[H-].[Al+3].[Li+].[H-].[H-].[H-].O. (2) The reactants are: Cl[C:2]1[N:7]=[C:6]([NH:8][C:9]2[CH:13]=[C:12]([CH:14]3[CH2:16][CH2:15]3)[NH:11][N:10]=2)[CH:5]=[CH:4][N:3]=1.[NH2:17][CH:18]([C:20]1[CH:21]=[C:22]2[CH:28]=[CH:27][N:26](C(OC(C)(C)C)=O)[C:23]2=[CH:24][N:25]=1)[CH3:19].CCN(C(C)C)C(C)C. Given the product [NH:26]1[C:23]2=[CH:24][N:25]=[C:20]([CH:18]([NH:17][C:2]3[N:7]=[C:6]([NH:8][C:9]4[CH:13]=[C:12]([CH:14]5[CH2:16][CH2:15]5)[NH:11][N:10]=4)[CH:5]=[CH:4][N:3]=3)[CH3:19])[CH:21]=[C:22]2[CH:28]=[CH:27]1, predict the reactants needed to synthesize it. (3) Given the product [Cl:1][C:2]1[N:3]=[C:4]([N:11]2[CH2:16][CH2:15][O:14][CH2:13][CH2:12]2)[C:5]2[S:10][C:9]([CH:31]=[O:32])=[CH:8][C:6]=2[N:7]=1, predict the reactants needed to synthesize it. The reactants are: [Cl:1][C:2]1[N:3]=[C:4]([N:11]2[CH2:16][CH2:15][O:14][CH2:13][CH2:12]2)[C:5]2[S:10][CH:9]=[CH:8][C:6]=2[N:7]=1.[Li]CCCC.CCCCCC.CN([CH:31]=[O:32])C. (4) The reactants are: [Cl:1][C:2]1[CH:3]=[CH:4][CH:5]=[C:6]2[C:11]=1[C:10](=[O:12])[N:9]([CH2:13][C:14]1[CH:19]=[CH:18][C:17]([CH3:20])=[CH:16][C:15]=1[CH3:21])[C:8](OS(C(F)(F)F)(=O)=O)=[CH:7]2.[O:30]([C:37]1[CH:42]=[CH:41][C:40](B(O)O)=[CH:39][CH:38]=1)[C:31]1[CH:36]=[CH:35][CH:34]=[CH:33][CH:32]=1.C1([As](C2C=CC=CC=2)C2C=CC=CC=2)C=CC=CC=1.C(=O)([O-])[O-].[Na+].[Na+]. Given the product [Cl:1][C:2]1[CH:3]=[CH:4][CH:5]=[C:6]2[C:11]=1[C:10](=[O:12])[N:9]([CH2:13][C:14]1[CH:19]=[CH:18][C:17]([CH3:20])=[CH:16][C:15]=1[CH3:21])[C:8]([C:40]1[CH:41]=[CH:42][C:37]([O:30][C:31]3[CH:36]=[CH:35][CH:34]=[CH:33][CH:32]=3)=[CH:38][CH:39]=1)=[CH:7]2, predict the reactants needed to synthesize it. (5) The reactants are: Cl.[CH2:2]([O:4][C:5](=[O:18])[CH2:6][NH:7][C:8]1[CH:17]=[CH:16][CH:15]=[C:14]2[C:9]=1[CH2:10][CH2:11][NH:12][CH2:13]2)[CH3:3].[F:19][C@H:20]1[CH2:22][C@H:21]1[C:23](O)=[O:24].CN(C(ON1N=NC2C=CC=NC1=2)=[N+](C)C)C.F[P-](F)(F)(F)(F)F.CCN(C(C)C)C(C)C.C([O-])(O)=O.[Na+]. Given the product [CH2:2]([O:4][C:5](=[O:18])[CH2:6][NH:7][C:8]1[CH:17]=[CH:16][CH:15]=[C:14]2[C:9]=1[CH2:10][CH2:11][N:12]([C:23]([C@@H:21]1[CH2:22][C@@H:20]1[F:19])=[O:24])[CH2:13]2)[CH3:3], predict the reactants needed to synthesize it.